Dataset: Full USPTO retrosynthesis dataset with 1.9M reactions from patents (1976-2016). Task: Predict the reactants needed to synthesize the given product. (1) Given the product [NH2:8][C:5]1[N:6]=[N:7][C:2]([C:16]2[CH:15]=[CH:14][C:11]([C:12]#[N:13])=[C:10]([F:9])[CH:17]=2)=[CH:3][N:4]=1, predict the reactants needed to synthesize it. The reactants are: Br[C:2]1[N:7]=[N:6][C:5]([NH2:8])=[N:4][CH:3]=1.[F:9][C:10]1[CH:17]=[C:16](B2OC(C)(C)C(C)(C)O2)[CH:15]=[CH:14][C:11]=1[C:12]#[N:13].C(=O)([O-])[O-].[K+].[K+].ClCCl.[OH-].[Na+]. (2) The reactants are: Cl[C:2]1[N:3]=[CH:4][C:5]2[C:10]([CH:11]=1)=[CH:9][CH:8]=[C:7]([C:12]#[N:13])[CH:6]=2.[O:14]=[C:15]1[NH:20][CH2:19][CH2:18][N:17]([C:21]([O:23][C:24]([CH3:27])([CH3:26])[CH3:25])=[O:22])[CH2:16]1.CC1(C)C2C(=C(P(C3C=CC=CC=3)C3C=CC=CC=3)C=CC=2)OC2C(P(C3C=CC=CC=3)C3C=CC=CC=3)=CC=CC1=2.C(=O)([O-])[O-].[Cs+].[Cs+]. Given the product [C:12]([C:7]1[CH:6]=[C:5]2[C:10]([CH:11]=[C:2]([N:20]3[CH2:19][CH2:18][N:17]([C:21]([O:23][C:24]([CH3:26])([CH3:25])[CH3:27])=[O:22])[CH2:16][C:15]3=[O:14])[N:3]=[CH:4]2)=[CH:9][CH:8]=1)#[N:13], predict the reactants needed to synthesize it. (3) Given the product [CH2:11]([NH:18][C:19]([C:21]1[S:25][C:24]([NH:26][C:9]([NH:8][C:5]2[CH:6]=[CH:7][C:2]([F:1])=[CH:3][CH:4]=2)=[O:10])=[N:23][C:22]=1[CH3:27])=[O:20])[C:12]1[CH:17]=[CH:16][CH:15]=[CH:14][CH:13]=1, predict the reactants needed to synthesize it. The reactants are: [F:1][C:2]1[CH:7]=[CH:6][C:5]([N:8]=[C:9]=[O:10])=[CH:4][CH:3]=1.[CH2:11]([NH:18][C:19]([C:21]1[S:25][C:24]([NH2:26])=[N:23][C:22]=1[CH3:27])=[O:20])[C:12]1[CH:17]=[CH:16][CH:15]=[CH:14][CH:13]=1. (4) Given the product [F:9][C:10]1[CH:17]=[C:16]([N:3]2[CH2:4][CH2:5][C@@:6]([OH:7])([CH3:8])[C@@H:2]2[CH3:1])[CH:15]=[CH:14][C:11]=1[C:12]#[N:13], predict the reactants needed to synthesize it. The reactants are: [CH3:1][C@H:2]1[C@@:6]([CH3:8])([OH:7])[CH2:5][CH2:4][NH:3]1.[F:9][C:10]1[CH:17]=[C:16](F)[CH:15]=[CH:14][C:11]=1[C:12]#[N:13].C(=O)([O-])[O-].[Li+].[Li+].O. (5) Given the product [NH2:1][C:4]1[C:5]([C:9]([O:11][CH3:12])=[O:10])=[N:6][NH:7][CH:8]=1, predict the reactants needed to synthesize it. The reactants are: [N+:1]([C:4]1[C:5]([C:9]([O:11][CH3:12])=[O:10])=[N:6][NH:7][CH:8]=1)([O-])=O. (6) Given the product [O:1]1[C:5]2[CH:6]=[CH:7][CH:8]=[CH:9][C:4]=2[CH:3]=[C:2]1[C:22](=[O:23])[CH2:21][C:18]1[CH:19]=[CH:20][C:15]([Br:14])=[CH:16][CH:17]=1, predict the reactants needed to synthesize it. The reactants are: [O:1]1[C:5]2[CH:6]=[CH:7][CH:8]=[CH:9][C:4]=2[CH:3]=[C:2]1[Si](C)(C)C.[Br:14][C:15]1[CH:20]=[CH:19][C:18]([CH2:21][C:22](Cl)=[O:23])=[CH:17][CH:16]=1. (7) Given the product [CH2:31]([CH:9]1[O:10][C:11]2[CH:16]=[CH:15][CH:14]=[CH:13][C:12]=2[N:7]([C:1]2[CH:2]=[CH:3][CH:4]=[CH:5][CH:6]=2)[S:8]1(=[O:17])=[O:18])[CH:30]=[CH2:29], predict the reactants needed to synthesize it. The reactants are: [C:1]1([N:7]2[C:12]3[CH:13]=[CH:14][CH:15]=[CH:16][C:11]=3[O:10][CH2:9][S:8]2(=[O:18])=[O:17])[CH:6]=[CH:5][CH:4]=[CH:3][CH:2]=1.C[Si]([N-][Si](C)(C)C)(C)C.[Li+].[CH2:29](Br)[CH:30]=[CH2:31].